Dataset: Reaction yield outcomes from USPTO patents with 853,638 reactions. Task: Predict the reaction yield, written as a fraction of the theoretical maximum amount of product (1.0 means a 100% yield; for example, 0.34 means a 34% yield). (1) The reactants are [NH:1]1[CH2:7][CH2:6][CH2:5][CH:4]([OH:8])[CH2:3][CH2:2]1.F[C:10]1[CH:15]=[CH:14][C:13]([N+:16]([O-:18])=[O:17])=[CH:12][CH:11]=1.C([O-])([O-])=O.[Cs+].[Cs+].CN(C=O)C. The catalyst is CCOC(C)=O. The product is [N+:16]([C:13]1[CH:14]=[CH:15][C:10]([N:1]2[CH2:7][CH2:6][CH2:5][CH:4]([OH:8])[CH2:3][CH2:2]2)=[CH:11][CH:12]=1)([O-:18])=[O:17]. The yield is 0.780. (2) The reactants are C[O:2][C:3]([CH2:5][CH2:6][CH2:7]CC(Cl)=O)=[O:4].[CH2:12]([N:14](CC)CC)[CH3:13].[Cl:19][C:20]1[CH:21]=[C:22]([CH:27]([OH:36])[C:28]([C:30]2[CH:35]=[CH:34][CH:33]=[CH:32][CH:31]=2)=O)[CH:23]=[CH:24][C:25]=1[Cl:26].C([O-])(=O)C.[NH4+]. The catalyst is C(Cl)Cl.C(O)(=O)C. The product is [CH3:13][C:12]1[O:36][C:27]([C:22]2[CH:23]=[CH:24][C:25]([Cl:26])=[C:20]([Cl:19])[CH:21]=2)=[C:28]([C:30]2[CH:35]=[CH:34][CH:33]=[CH:32][CH:31]=2)[N:14]=1.[CH3:7][CH2:6][CH2:5][C:3]([OH:4])=[O:2]. The yield is 0.426.